From a dataset of Full USPTO retrosynthesis dataset with 1.9M reactions from patents (1976-2016). Predict the reactants needed to synthesize the given product. (1) Given the product [Br:11][CH2:10][C:9]([NH:8][CH2:1][CH:2]1[CH2:7][CH2:6][CH2:5][CH2:4][CH2:3]1)=[O:12], predict the reactants needed to synthesize it. The reactants are: [CH2:1]([NH:8][C:9](=[O:12])[CH2:10][Br:11])[C:2]1[CH:7]=[CH:6][CH:5]=[CH:4][CH:3]=1.BrCC(O)=O.C1(N)CCCCC1.CC#N.O. (2) The reactants are: [Br:1][C:2]1[CH:7]=[CH:6][C:5]([NH:8][C:9]2[C:14]([CH2:15][CH3:16])=[C:13]([CH3:17])[N:12]=[C:11]([C:18]3[S:19][C:20]([Cl:23])=[CH:21][CH:22]=3)[N:10]=2)=[CH:4][C:3]=1[CH2:24][OH:25].[C:26](Cl)(=[O:28])[CH3:27].N1C=CC=CC=1. Given the product [C:26]([O:25][CH2:24][C:3]1[CH:4]=[C:5]([NH:8][C:9]2[C:14]([CH2:15][CH3:16])=[C:13]([CH3:17])[N:12]=[C:11]([C:18]3[S:19][C:20]([Cl:23])=[CH:21][CH:22]=3)[N:10]=2)[CH:6]=[CH:7][C:2]=1[Br:1])(=[O:28])[CH3:27], predict the reactants needed to synthesize it.